Dataset: Forward reaction prediction with 1.9M reactions from USPTO patents (1976-2016). Task: Predict the product of the given reaction. Given the reactants [Si:1]([O:8][CH2:9][CH2:10][NH2:11])([C:4]([CH3:7])([CH3:6])[CH3:5])([CH3:3])[CH3:2].C(N(CC)CC)C.[C:19]1([CH2:25][S:26](Cl)(=[O:28])=[O:27])[CH:24]=[CH:23][CH:22]=[CH:21][CH:20]=1.CC(OC)(C)C, predict the reaction product. The product is: [Si:1]([O:8][CH2:9][CH2:10][NH:11][S:26]([CH2:25][C:19]1[CH:24]=[CH:23][CH:22]=[CH:21][CH:20]=1)(=[O:28])=[O:27])([C:4]([CH3:6])([CH3:7])[CH3:5])([CH3:3])[CH3:2].